This data is from Catalyst prediction with 721,799 reactions and 888 catalyst types from USPTO. The task is: Predict which catalyst facilitates the given reaction. (1) Reactant: CCN(C(C)C)C(C)C.[C:10](Cl)(=[O:12])[CH3:11].[S:14]1[CH:18]=[CH:17][CH:16]=[C:15]1[CH2:19][NH:20][C@H:21]1[C:29]2[C:24](=[CH:25][CH:26]=[CH:27][CH:28]=2)[CH2:23][C@@H:22]1[NH:30][C:31]([C:33]1[NH:34][C:35]2[C:40]([CH:41]=1)=[CH:39][C:38]([Cl:42])=[CH:37][CH:36]=2)=[O:32]. Product: [C:10]([N:20]([CH2:19][C:15]1[S:14][CH:18]=[CH:17][CH:16]=1)[C@H:21]1[C:29]2[C:24](=[CH:25][CH:26]=[CH:27][CH:28]=2)[CH2:23][C@@H:22]1[NH:30][C:31]([C:33]1[NH:34][C:35]2[C:40]([CH:41]=1)=[CH:39][C:38]([Cl:42])=[CH:37][CH:36]=2)=[O:32])(=[O:12])[CH3:11]. The catalyst class is: 1. (2) Reactant: [F:1][C:2]1[CH:7]=[C:6]([O:8][CH2:9][C:10]2[CH:15]=[CH:14][C:13]([F:16])=[CH:12][CH:11]=2)[CH:5]=[CH:4][C:3]=1[NH2:17].Cl.[C:19]([NH:26][CH2:27][C:28](O)=[O:29])([O:21][C:22]([CH3:25])([CH3:24])[CH3:23])=[O:20].C1(N=C=NC2CCCCC2)CCCCC1.N1C=CC=CC=1.C(=O)([O-])O.[Na+]. Product: [C:22]([O:21][C:19](=[O:20])[NH:26][CH2:27][C:28](=[O:29])[NH:17][C:3]1[CH:4]=[CH:5][C:6]([O:8][CH2:9][C:10]2[CH:15]=[CH:14][C:13]([F:16])=[CH:12][CH:11]=2)=[CH:7][C:2]=1[F:1])([CH3:25])([CH3:23])[CH3:24]. The catalyst class is: 13. (3) Reactant: [CH2:1]([O:3][CH2:4][CH2:5][O:6][C:7]1[C:28]([O:29][CH3:30])=[CH:27][C:10]2[C:11]3[N:16]([CH:17]([CH2:19][CH3:20])[CH2:18][C:9]=2[CH:8]=1)[CH:15]=[C:14]([C:21]([O:23]CC)=[O:22])[C:13](=[O:26])[CH:12]=3)[CH3:2].O[Li].O. Product: [CH2:1]([O:3][CH2:4][CH2:5][O:6][C:7]1[C:28]([O:29][CH3:30])=[CH:27][C:10]2[C:11]3[N:16]([CH:17]([CH2:19][CH3:20])[CH2:18][C:9]=2[CH:8]=1)[CH:15]=[C:14]([C:21]([OH:23])=[O:22])[C:13](=[O:26])[CH:12]=3)[CH3:2]. The catalyst class is: 24. (4) Product: [C:29]([C:15]1[CH:16]=[C:17]([NH:18][C:19]([NH:21][C:22]2[CH:23]=[CH:24][C:25]([Cl:28])=[CH:26][CH:27]=2)=[O:20])[N:13]([C:9]2[CH:8]=[C:7]([CH2:6][CH:5]([CH3:33])[C:4]([OH:34])=[O:3])[CH:12]=[CH:11][CH:10]=2)[N:14]=1)([CH3:32])([CH3:30])[CH3:31]. Reactant: C([O:3][C:4](=[O:34])[CH:5]([CH3:33])[CH2:6][C:7]1[CH:12]=[CH:11][CH:10]=[C:9]([N:13]2[C:17]([NH:18][C:19]([NH:21][C:22]3[CH:27]=[CH:26][C:25]([Cl:28])=[CH:24][CH:23]=3)=[O:20])=[CH:16][C:15]([C:29]([CH3:32])([CH3:31])[CH3:30])=[N:14]2)[CH:8]=1)C.[Li+].[OH-]. The catalyst class is: 5. (5) Reactant: [C:1]12[C:7](=[CH:8][CH:9]=[CH:10][CH:11]=1)[NH:6][C:5](=[O:12])[O:4][C:2]2=[O:3].[H-].[Na+].[CH:15]1([CH2:21]Br)[CH2:20][CH2:19][CH2:18][CH2:17][CH2:16]1.C(OCC)(=O)C. Product: [CH:15]1([CH2:21][N:6]2[C:5](=[O:12])[O:4][C:2](=[O:3])[C:1]3=[CH:11][CH:10]=[CH:9][CH:8]=[C:7]23)[CH2:20][CH2:19][CH2:18][CH2:17][CH2:16]1. The catalyst class is: 395.